From a dataset of Forward reaction prediction with 1.9M reactions from USPTO patents (1976-2016). Predict the product of the given reaction. Given the reactants Cl[C:2]1[N:6]([CH3:7])[C:5]2[C:8]([CH:16]([CH2:19][CH3:20])[CH2:17][CH3:18])=[CH:9][CH:10]=[C:11]([C:12]([F:15])([F:14])[F:13])[C:4]=2[N:3]=1.[Cl:21][C:22]1[CH:28]=[C:27]([CH3:29])[C:25]([NH2:26])=[C:24]([O:30][CH3:31])[CH:23]=1.C(=O)(O)[O-].[Na+], predict the reaction product. The product is: [Cl:21][C:22]1[CH:28]=[C:27]([CH3:29])[C:25]([NH:26][C:2]2[N:6]([CH3:7])[C:5]3[C:8]([CH:16]([CH2:19][CH3:20])[CH2:17][CH3:18])=[CH:9][CH:10]=[C:11]([C:12]([F:13])([F:14])[F:15])[C:4]=3[N:3]=2)=[C:24]([O:30][CH3:31])[CH:23]=1.